Dataset: Forward reaction prediction with 1.9M reactions from USPTO patents (1976-2016). Task: Predict the product of the given reaction. (1) Given the reactants CC1C=CC(S([O:11][CH2:12][C@@H:13]2[C@@H:18]([OH:19])[C@H:17]([OH:20])[C@@H:16]([OH:21])[C@@:15]([C:24]3[CH:29]=[CH:28][C:27]([Cl:30])=[C:26]([CH2:31][C:32]4[CH:37]=[CH:36][C:35]([O:38][CH2:39][CH:40]=[CH2:41])=[CH:34][CH:33]=4)[CH:25]=3)([O:22][CH3:23])[O:14]2)(=O)=O)=CC=1.N1C(C)=CC(C)=CC=1C, predict the reaction product. The product is: [CH2:39]([O:38][C:35]1[CH:36]=[CH:37][C:32]([CH2:31][C:26]2[CH:25]=[C:24]([C@:15]3([O:22][CH3:23])[O:14][C@H:13]([CH:12]=[O:11])[C@@H:18]([OH:19])[C@H:17]([OH:20])[C@H:16]3[OH:21])[CH:29]=[CH:28][C:27]=2[Cl:30])=[CH:33][CH:34]=1)[CH:40]=[CH2:41]. (2) Given the reactants CC1(C)[O:6][C@H:5]([CH2:7][N:8]2[CH:12]=[CH:11][C:10]([NH:13][C:14](=[O:35])[C@@H:15]([N:20]3[CH2:24][C:23]([O:25][C:26]4[CH:31]=[CH:30][CH:29]=[C:28]([Cl:32])[C:27]=4[F:33])=[CH:22][C:21]3=[O:34])[CH2:16][CH:17]([CH3:19])[CH3:18])=[N:9]2)[CH2:4][O:3]1.O.C1(C)C=CC(S(O)(=O)=O)=CC=1, predict the reaction product. The product is: [OH:6][C@@H:5]([CH2:4][OH:3])[CH2:7][N:8]1[CH:12]=[CH:11][C:10]([NH:13][C:14](=[O:35])[C@@H:15]([N:20]2[CH2:24][C:23]([O:25][C:26]3[CH:31]=[CH:30][CH:29]=[C:28]([Cl:32])[C:27]=3[F:33])=[CH:22][C:21]2=[O:34])[CH2:16][CH:17]([CH3:19])[CH3:18])=[N:9]1. (3) Given the reactants C[O:2][C:3](=[O:15])[C@H:4]([CH2:13][SH:14])[NH:5]C(OC(C)(C)C)=O.[CH3:16][O:17][C:18]1[CH:23]=[CH:22][N:21]=[C:20]([NH:24][CH2:25][CH2:26]O)[CH:19]=1.N(C(N1CCCCC1)=O)=NC(N1CCCCC1)=O.N1C=CN=C1.CP(C)C.Cl, predict the reaction product. The product is: [CH3:16][O:17][C:18]1[CH:23]=[CH:22][N:21]=[C:20]([NH:24][CH2:25][CH2:26][S:14][CH2:13][C@@H:4]([C:3]([OH:2])=[O:15])[NH2:5])[CH:19]=1. (4) Given the reactants [Cl:1][C:2]1[C:8]([Cl:9])=[CH:7][CH:6]=[CH:5][C:3]=1[NH2:4].[N:10]([O-])=O.[Na+].Cl[Sn]Cl, predict the reaction product. The product is: [Cl:1][C:2]1[C:8]([Cl:9])=[CH:7][CH:6]=[CH:5][C:3]=1[NH:4][NH2:10]. (5) Given the reactants [Br:1][C:2]1[CH:3]=[CH:4][C:5]([OH:11])=[C:6]([C:8](=[O:10])[CH3:9])[CH:7]=1.[CH3:12][CH:13]1[CH2:18][CH2:17][CH2:16][C:15](=O)[CH2:14]1.N1CCCC1, predict the reaction product. The product is: [Br:1][C:2]1[CH:7]=[C:6]2[C:5](=[CH:4][CH:3]=1)[O:11][C:15]1([CH2:16][CH2:17][CH2:18][CH:13]([CH3:12])[CH2:14]1)[CH2:9][C:8]2=[O:10]. (6) Given the reactants [CH2:1]([O:3][C:4]([C:6]1[S:10][C:9]([NH:11][C:12](=[O:27])[C:13]([NH:16]C(OCC2C=CC=CC=2)=O)([CH3:15])[CH3:14])=[N:8][C:7]=1[C:28]1[CH:33]=[CH:32][CH:31]=[CH:30][CH:29]=1)=[O:5])[CH3:2].Br.[OH-].[K+], predict the reaction product. The product is: [CH2:1]([O:3][C:4]([C:6]1[S:10][C:9]([NH:11][C:12](=[O:27])[C:13]([NH2:16])([CH3:15])[CH3:14])=[N:8][C:7]=1[C:28]1[CH:33]=[CH:32][CH:31]=[CH:30][CH:29]=1)=[O:5])[CH3:2]. (7) Given the reactants [CH:1]1([CH:6]([OH:10])[C:7]([OH:9])=O)[CH2:5][CH2:4][CH2:3][CH2:2]1.Cl.N[C@H](C([NH:17][CH:18]1[C:24](=[O:25])[N:23]([C:26]2[CH:31]=[CH:30][CH:29]=[CH:28][CH:27]=2)[C:22]2[CH:32]=[CH:33][CH:34]=[CH:35][C:21]=2[N:20]([C:36]2[CH:41]=[CH:40][CH:39]=[CH:38][CH:37]=2)[C:19]1=[O:42])=O)C, predict the reaction product. The product is: [CH:1]1([CH:6]([OH:10])[C:7]([NH:17][C@H:18]([C:24]([C:18]2([NH2:17])[C:19](=[O:42])[N:20]([C:36]3[CH:37]=[CH:38][CH:39]=[CH:40][CH:41]=3)[C:21]3[CH:35]=[CH:34][CH:33]=[CH:32][C:22]=3[N:23]([C:26]3[CH:31]=[CH:30][CH:29]=[CH:28][CH:27]=3)[C:24]2=[O:25])=[O:25])[CH3:19])=[O:9])[CH2:2][CH2:3][CH2:4][CH2:5]1. (8) The product is: [CH3:25][N:23]1[CH:24]=[C:20]([B:10]2[O:11][C:12]([CH3:17])([CH3:18])[C:13]([CH3:15])([CH3:16])[O:14]2)[CH:21]=[C:22]1[C:26]([NH2:28])=[O:27]. Given the reactants [B:10]1([B:10]2[O:14][C:13]([CH3:16])([CH3:15])[C:12]([CH3:18])([CH3:17])[O:11]2)[O:14][C:13]([CH3:16])([CH3:15])[C:12]([CH3:18])([CH3:17])[O:11]1.Br[C:20]1[CH:21]=[C:22]([C:26]([NH2:28])=[O:27])[N:23]([CH3:25])[CH:24]=1.C([O-])(=O)C.[K+].CC(C1C=C(C(C)C)C(C2C=CC=CC=2P(C2CCCCC2)C2CCCCC2)=C(C(C)C)C=1)C, predict the reaction product. (9) Given the reactants [Cl:1][C:2]1[CH:7]=[CH:6][C:5]([NH:8]C(=O)C(C)(C)C)=[C:4]([C:15](=[O:29])[C:16]2[CH:21]=[CH:20][CH:19]=[C:18]([O:22][C:23]([F:26])([F:25])[F:24])[C:17]=2[O:27][CH3:28])[CH:3]=1.[OH-].[Na+], predict the reaction product. The product is: [NH2:8][C:5]1[CH:6]=[CH:7][C:2]([Cl:1])=[CH:3][C:4]=1[C:15]([C:16]1[CH:21]=[CH:20][CH:19]=[C:18]([O:22][C:23]([F:24])([F:25])[F:26])[C:17]=1[O:27][CH3:28])=[O:29]. (10) Given the reactants [O:1]1[CH2:6][CH2:5][N:4]([C:7]2[O:8][C:9]3[C:14]([C:15](=O)[CH:16]=2)=[CH:13][CH:12]=[CH:11][C:10]=3[C:18]2[CH:23]=[CH:22][CH:21]=[CH:20][CH:19]=2)[CH2:3][CH2:2]1.COC1C=CC(P2(SP(C3C=CC(OC)=CC=3)(=S)S2)=[S:33])=CC=1.C1(C)C=CC=CC=1, predict the reaction product. The product is: [O:1]1[CH2:6][CH2:5][N:4]([C:7]2[O:8][C:9]3[C:14]([C:15](=[S:33])[CH:16]=2)=[CH:13][CH:12]=[CH:11][C:10]=3[C:18]2[CH:23]=[CH:22][CH:21]=[CH:20][CH:19]=2)[CH2:3][CH2:2]1.